From a dataset of Peptide-MHC class II binding affinity with 134,281 pairs from IEDB. Regression. Given a peptide amino acid sequence and an MHC pseudo amino acid sequence, predict their binding affinity value. This is MHC class II binding data. (1) The MHC is HLA-DQA10501-DQB10301 with pseudo-sequence HLA-DQA10501-DQB10301. The binding affinity (normalized) is 0.238. The peptide sequence is EKKYFAATQFERLAA. (2) The peptide sequence is YFESFVREFVATART. The MHC is DRB1_0701 with pseudo-sequence DRB1_0701. The binding affinity (normalized) is 0.604. (3) The peptide sequence is YTGRLSQAQLMPSPP. The MHC is HLA-DPA10201-DPB10501 with pseudo-sequence HLA-DPA10201-DPB10501. The binding affinity (normalized) is 0.0935. (4) The binding affinity (normalized) is 0.343. The peptide sequence is GLRSLTTLLRALGAQ. The MHC is DRB1_0701 with pseudo-sequence DRB1_0701. (5) The peptide sequence is LLGQNTAAIAAIEAQ. The MHC is DRB1_1101 with pseudo-sequence DRB1_1101. The binding affinity (normalized) is 0. (6) The MHC is DRB1_0301 with pseudo-sequence DRB1_0301. The peptide sequence is AASIIGILHLILWIL. The binding affinity (normalized) is 0.243. (7) The peptide sequence is AFIVDGDNLFPKV. The MHC is HLA-DQA10501-DQB10201 with pseudo-sequence HLA-DQA10501-DQB10201. The binding affinity (normalized) is 0.535. (8) The peptide sequence is GELQTVDKIDAAFKI. The MHC is DRB1_1302 with pseudo-sequence DRB1_1302. The binding affinity (normalized) is 0.526. (9) The peptide sequence is YFRNEQSIPPLIQKY. The MHC is DRB1_1001 with pseudo-sequence DRB1_1001. The binding affinity (normalized) is 0.544. (10) The peptide sequence is KEDIEIIPIQEEEY. The MHC is HLA-DQA10301-DQB10302 with pseudo-sequence HLA-DQA10301-DQB10302. The binding affinity (normalized) is 0.825.